Dataset: Catalyst prediction with 721,799 reactions and 888 catalyst types from USPTO. Task: Predict which catalyst facilitates the given reaction. Reactant: [CH:1]1([N:5]([CH3:47])[CH:6]([CH3:46])[CH2:7][CH2:8][N:9]([C@@H:24]([C:26]2[N:27]([C:37]3[CH:42]=[CH:41][C:40]([O:43][CH2:44][CH3:45])=[CH:39][CH:38]=3)[C:28](=[O:36])[C:29]3[CH:35]=[CH:34][CH:33]=[N:32][C:30]=3[N:31]=2)[CH3:25])[C:10](=[O:23])[CH2:11][C:12]2[CH:17]=[CH:16][C:15]([F:18])=[C:14]([C:19]([F:22])([F:21])[F:20])[CH:13]=2)[CH2:4][CH2:3][CH2:2]1. Product: [CH:1]1([N:5]([CH3:47])[CH:6]([CH3:46])[CH2:7][CH2:8][N:9]([C@@H:24]([C:26]2[N:27]([C:37]3[CH:38]=[CH:39][C:40]([O:43][CH2:44][CH3:45])=[CH:41][CH:42]=3)[C:28](=[O:36])[C:29]3[CH2:35][CH2:34][CH2:33][NH:32][C:30]=3[N:31]=2)[CH3:25])[C:10](=[O:23])[CH2:11][C:12]2[CH:17]=[CH:16][C:15]([F:18])=[C:14]([C:19]([F:20])([F:21])[F:22])[CH:13]=2)[CH2:2][CH2:3][CH2:4]1. The catalyst class is: 5.